Predict which catalyst facilitates the given reaction. From a dataset of Catalyst prediction with 721,799 reactions and 888 catalyst types from USPTO. (1) Reactant: [C:1]1([CH2:7][C:8](Cl)=[O:9])[CH:6]=[CH:5][CH:4]=[CH:3][CH:2]=1.[N:11]1[C:16]2[NH:17][CH:18]=[CH:19][C:15]=2[C:14]([N:20]2[CH2:25][CH2:24][CH:23]([NH2:26])[CH2:22][CH2:21]2)=[N:13][CH:12]=1.CN1CCOCC1. Product: [C:1]1([CH2:7][C:8]([NH:26][CH:23]2[CH2:22][CH2:21][N:20]([C:14]3[C:15]4[CH:19]=[CH:18][NH:17][C:16]=4[N:11]=[CH:12][N:13]=3)[CH2:25][CH2:24]2)=[O:9])[CH:6]=[CH:5][CH:4]=[CH:3][CH:2]=1. The catalyst class is: 139. (2) Reactant: C(Cl)(=O)C(Cl)=O.CS(C)=O.[OH:11][CH:12]1[CH2:17][CH2:16][N:15]([C:18]2([CH3:30])[CH2:22][CH2:21][N:20]([C:23]([O:25][C:26]([CH3:29])([CH3:28])[CH3:27])=[O:24])[CH2:19]2)[CH2:14][CH2:13]1.C(N(CC)CC)C. Product: [CH3:30][C:18]1([N:15]2[CH2:16][CH2:17][C:12](=[O:11])[CH2:13][CH2:14]2)[CH2:22][CH2:21][N:20]([C:23]([O:25][C:26]([CH3:27])([CH3:28])[CH3:29])=[O:24])[CH2:19]1. The catalyst class is: 4. (3) Reactant: [Br:1][C:2]1[CH:21]=[CH:20][C:5]([CH2:6][C@@H:7]([CH2:10][CH2:11][O:12][Si:13]([C:16]([CH3:19])([CH3:18])[CH3:17])([CH3:15])[CH3:14])[CH2:8][OH:9])=[CH:4][CH:3]=1.CCN(CC)CC. Product: [Br:1][C:2]1[CH:3]=[CH:4][C:5]([CH2:6][C@@H:7]([CH2:10][CH2:11][O:12][Si:13]([C:16]([CH3:17])([CH3:19])[CH3:18])([CH3:15])[CH3:14])[CH:8]=[O:9])=[CH:20][CH:21]=1. The catalyst class is: 583. (4) Reactant: [C:1]([Si:5]([O:8][CH2:9][CH2:10][O:11][C:12]1[CH:17]=[C:16]([N+:18]([O-])=O)[CH:15]=[CH:14][C:13]=1[C:21]([CH3:24])([CH3:23])[CH3:22])([CH3:7])[CH3:6])([CH3:4])([CH3:3])[CH3:2].[Cl-].[Ca+2].[Cl-]. Product: [C:21]([C:13]1[CH:14]=[CH:15][C:16]([NH2:18])=[CH:17][C:12]=1[O:11][CH2:10][CH2:9][O:8][Si:5]([C:1]([CH3:4])([CH3:3])[CH3:2])([CH3:6])[CH3:7])([CH3:24])([CH3:22])[CH3:23]. The catalyst class is: 190. (5) The catalyst class is: 8. Reactant: [Br:1][C:2]1[CH:3]=[C:4]([CH:8]([NH2:11])[CH2:9][NH2:10])[CH:5]=[CH:6][CH:7]=1.[OH-].[K+].[CH:14]1[C:27]2[C:26](=O)[C:25](=O)[C:24]3[C:19](=[CH:20][CH:21]=[CH:22][CH:23]=3)[C:18]=2[CH:17]=[CH:16][CH:15]=1. Product: [Br:1][C:2]1[CH:3]=[C:4]([C:8]2[CH:9]=[N:10][C:26]3[C:25](=[C:24]4[CH:23]=[CH:22][CH:21]=[CH:20][C:19]4=[C:18]4[CH:17]=[CH:16][CH:15]=[CH:14][C:27]4=3)[N:11]=2)[CH:5]=[CH:6][CH:7]=1. (6) Reactant: [Br:1][C:2]1[CH:7]=[CH:6][C:5]([C@:8]([NH:32][C@H:33]([C:39]([OH:41])=[O:40])[CH2:34][C:35]([F:38])([CH3:37])[CH3:36])([C:28]([F:31])([F:30])[F:29])[C:9]#[C:10][CH2:11][CH2:12][CH2:13][C@H:14]2[CH2:18][O:17]C(C)(C)[N:15]2C(OC(C)(C)C)=O)=[CH:4][CH:3]=1.FC(F)(F)C(O)=O. Product: [NH2:15][C@H:14]([CH2:18][OH:17])[CH2:13][CH2:12][CH2:11][C:10]#[C:9][C@:8]([NH:32][C@H:33]([C:39]([OH:41])=[O:40])[CH2:34][C:35]([F:38])([CH3:37])[CH3:36])([C:5]1[CH:4]=[CH:3][C:2]([Br:1])=[CH:7][CH:6]=1)[C:28]([F:30])([F:29])[F:31]. The catalyst class is: 4. (7) Reactant: Cl[C:2]1[N:3]=[CH:4][C:5]2[CH2:11][N:10]([C:12]([C:14]3[CH:15]=[N:16][CH:17]=[CH:18][CH:19]=3)=[O:13])[CH2:9][CH2:8][C:6]=2[N:7]=1.[CH3:20][O:21][C:22]1[CH:28]=[CH:27][C:25]([NH2:26])=[CH:24][CH:23]=1.CCOC(C)=O. Product: [CH3:20][O:21][C:22]1[CH:28]=[CH:27][C:25]([NH:26][C:2]2[N:3]=[CH:4][C:5]3[CH2:11][N:10]([C:12]([C:14]4[CH:15]=[N:16][CH:17]=[CH:18][CH:19]=4)=[O:13])[CH2:9][CH2:8][C:6]=3[N:7]=2)=[CH:24][CH:23]=1. The catalyst class is: 32. (8) Reactant: Cl[C:2]1[C:7]2[N:8]=[C:9]([N:18]3[CH:22]=[CH:21][N:20]=[CH:19]3)[N:10]=[C:11]([N:12]3[CH2:17][CH2:16][O:15][CH2:14][CH2:13]3)[C:6]=2[N:5]=[C:4]([C:23]([O:25]C)=O)[CH:3]=1.[CH3:27][N:28]([CH3:32])[CH2:29][CH2:30][NH2:31]. Product: [CH3:27][N:28]([CH3:32])[CH2:29][CH2:30][NH:31][C:23]([C:4]1[CH:3]=[C:2]([NH:5][CH2:6][CH2:11][N:12]([CH3:17])[CH3:13])[C:7]2[N:8]=[C:9]([N:18]3[CH:22]=[CH:21][N:20]=[CH:19]3)[N:10]=[C:11]([N:12]3[CH2:13][CH2:14][O:15][CH2:16][CH2:17]3)[C:6]=2[N:5]=1)=[O:25]. The catalyst class is: 12. (9) The catalyst class is: 5. Product: [CH3:21][O:20][C:10]1[CH:9]=[C:8]2[C:13]([CH:14]=[C:5]([C:3]([OH:4])=[O:2])[C:6](=[O:22])[NH:7]2)=[CH:12][C:11]=1[O:15][CH2:16][CH2:17][O:18][CH3:19]. Reactant: C[O:2][C:3]([C:5]1[C:6](=[O:22])[NH:7][C:8]2[C:13]([CH:14]=1)=[CH:12][C:11]([O:15][CH2:16][CH2:17][O:18][CH3:19])=[C:10]([O:20][CH3:21])[CH:9]=2)=[O:4].[OH-].[Na+].O. (10) Reactant: Cl[C:2]1[N:7]=[C:6]([C:8]2[CH:13]=[CH:12][N:11]=[CH:10][CH:9]=2)[C:5]([C:14]2[CH:19]=[CH:18][C:17]([Cl:20])=[CH:16][CH:15]=2)=[CH:4][N:3]=1.O.[NH2:22][NH2:23]. Product: [Cl:20][C:17]1[CH:18]=[CH:19][C:14]([C:5]2[C:6]([C:8]3[CH:13]=[CH:12][N:11]=[CH:10][CH:9]=3)=[N:7][C:2]([NH:22][NH2:23])=[N:3][CH:4]=2)=[CH:15][CH:16]=1. The catalyst class is: 17.